This data is from Reaction yield outcomes from USPTO patents with 853,638 reactions. The task is: Predict the reaction yield, written as a fraction of the theoretical maximum amount of product (1.0 means a 100% yield; for example, 0.34 means a 34% yield). (1) The yield is 0.990. The product is [CH3:14][O:13][C:3]1[C:4]([O:11][CH3:12])=[C:5]([O:10][CH3:15])[C:6]([O:8][CH3:9])=[CH:7][C:2]=1[CH3:1]. The reactants are [CH3:1][C:2]1[CH:7]=[C:6]([O:8][CH3:9])[C:5]([OH:10])=[C:4]([O:11][CH3:12])[C:3]=1[O:13][CH3:14].[C:15]([O-])([O-])=O.[K+].[K+].CI. The catalyst is CC(C)=O. (2) The catalyst is C(#N)C. The reactants are Br.[CH3:2][NH:3][C:4]1[CH:9]=[CH:8][C:7]([OH:10])=[CH:6][CH:5]=1.C1COCC1.N1C=CC=CC=1.[C:30](O[C:30]([O:32][C:33]([CH3:36])([CH3:35])[CH3:34])=[O:31])([O:32][C:33]([CH3:36])([CH3:35])[CH3:34])=[O:31]. The yield is 0.990. The product is [C:33]([O:32][C:30](=[O:31])[N:3]([C:4]1[CH:9]=[CH:8][C:7]([OH:10])=[CH:6][CH:5]=1)[CH3:2])([CH3:34])([CH3:35])[CH3:36]. (3) The reactants are [CH:1](=O)[C:2]1[CH:7]=[CH:6][CH:5]=[CH:4][CH:3]=1.[CH3:9][N:10]1[CH2:14][CH2:13][CH2:12][CH:11]1[C:15]1[CH:20]([Si](C)(C)C)[CH:19]=[CH:18][N:17]([Si](C)(C)C)[CH:16]=1.CCCC[N+](CCCC)(CCCC)CCCC.[F-].C([O-])(O)=O.[Na+]. The catalyst is C1COCC1. The product is [CH2:1]([C:19]1[CH:18]=[N:17][CH:16]=[C:15]([C@@H:11]2[CH2:12][CH2:13][CH2:14][N:10]2[CH3:9])[CH:20]=1)[C:2]1[CH:7]=[CH:6][CH:5]=[CH:4][CH:3]=1. The yield is 0.310. (4) The reactants are I[C:2]1[CH:7]=[CH:6][C:5]([N+:8]([O-:10])=[O:9])=[CH:4][CH:3]=1.C(N(CC)CC)C.[C:18]([O:22][CH3:23])(=[O:21])[C:19]#[CH:20]. The catalyst is C1COCC1. The product is [CH3:23][O:22][C:18](=[O:21])[C:19]#[C:20][C:2]1[CH:7]=[CH:6][C:5]([N+:8]([O-:10])=[O:9])=[CH:4][CH:3]=1. The yield is 0.590. (5) The reactants are Cl[C:2]1[N:7]=[C:6]([C:8]2[N:12]3[CH:13]=[CH:14][C:15]([F:17])=[CH:16][C:11]3=[N:10][C:9]=2[C:18]2[CH:19]=[CH:20][C:21]([O:35][CH3:36])=[C:22]([CH:34]=2)[C:23]([NH:25][C:26]2[C:31]([F:32])=[CH:30][CH:29]=[CH:28][C:27]=2[F:33])=[O:24])[CH:5]=[CH:4][N:3]=1.[CH3:37][O:38][C:39]1[CH:45]=[C:44]([N:46]2[CH2:51][CH2:50][CH:49]([CH2:52][CH2:53][S:54]([CH3:57])(=[O:56])=[O:55])[CH2:48][CH2:47]2)[CH:43]=[CH:42][C:40]=1[NH2:41].Cl.O1CCOCC1.C[O-].[Na+]. The catalyst is FC(F)(F)CO.CO.C(Cl)Cl.CCCCCC. The product is [F:33][C:27]1[CH:28]=[CH:29][CH:30]=[C:31]([F:32])[C:26]=1[NH:25][C:23](=[O:24])[C:22]1[CH:34]=[C:18]([C:9]2[N:10]=[C:11]3[CH:16]=[C:15]([F:17])[CH:14]=[CH:13][N:12]3[C:8]=2[C:6]2[CH:5]=[CH:4][N:3]=[C:2]([NH:41][C:40]3[CH:42]=[CH:43][C:44]([N:46]4[CH2:51][CH2:50][CH:49]([CH2:52][CH2:53][S:54]([CH3:57])(=[O:56])=[O:55])[CH2:48][CH2:47]4)=[CH:45][C:39]=3[O:38][CH3:37])[N:7]=2)[CH:19]=[CH:20][C:21]=1[O:35][CH3:36]. The yield is 0.770. (6) The catalyst is O1CCCC1. The reactants are O1C2C=CC=CC=2[C:3]([CH2:10][CH2:11][CH2:12][NH:13][CH2:14][C@@H:15]2[O:29][C:19]3=[C:20]4[C:25](=[CH:26][CH:27]=[C:18]3[O:17][CH2:16]2)[N:24]=[C:23]([CH3:28])[CH:22]=[CH:21]4)=C1.[CH:30](=[O:32])[CH3:31].C(O[BH-](O[C:43](=O)[CH3:44])OC(=O)C)(=O)C.[Na+].[C:47](O)(=O)[CH3:48]. The yield is 0.550. The product is [O:32]1[C:3]2[CH:10]=[CH:11][CH:12]=[CH:47][C:48]=2[C:31]([CH2:3][CH2:10][CH2:11][CH2:12][N:13]([CH2:43][CH3:44])[CH2:14][C@@H:15]2[O:29][C:19]3=[C:20]4[C:25](=[CH:26][CH:27]=[C:18]3[O:17][CH2:16]2)[N:24]=[C:23]([CH3:28])[CH:22]=[CH:21]4)=[CH:30]1.